Dataset: Forward reaction prediction with 1.9M reactions from USPTO patents (1976-2016). Task: Predict the product of the given reaction. (1) Given the reactants [OH:1][C:2]1[CH:7]=[CH:6][CH:5]=[CH:4][C:3]=1[C:8]([F:11])([F:10])[F:9].[C:12](=O)([O-])[O-].[K+].[K+].IC, predict the reaction product. The product is: [CH3:12][O:1][C:2]1[CH:7]=[CH:6][CH:5]=[CH:4][C:3]=1[C:8]([F:9])([F:10])[F:11]. (2) Given the reactants Br[C:2]1[CH:3]=[CH:4][C:5]2[C:6]3[CH2:16][N:15]([C:17]([O:19][C:20]([CH3:23])([CH3:22])[CH3:21])=[O:18])[CH2:14][CH2:13][CH2:12][C:7]=3[N:8]([CH3:11])[C:9]=2[CH:10]=1.[F:24][C:25]([F:40])([F:39])[C:26]1[N:31]=[N:30][C:29]([C:32]2[CH:37]=[CH:36][NH:35][C:34](=[O:38])[CH:33]=2)=[CH:28][CH:27]=1.C([O-])([O-])=O.[Cs+].[Cs+].OC1C=CC=C2C=1N=CC=C2, predict the reaction product. The product is: [CH3:11][N:8]1[C:9]2[CH:10]=[C:2]([N:35]3[CH:36]=[CH:37][C:32]([C:29]4[N:30]=[N:31][C:26]([C:25]([F:39])([F:24])[F:40])=[CH:27][CH:28]=4)=[CH:33][C:34]3=[O:38])[CH:3]=[CH:4][C:5]=2[C:6]2[CH2:16][N:15]([C:17]([O:19][C:20]([CH3:23])([CH3:22])[CH3:21])=[O:18])[CH2:14][CH2:13][CH2:12][C:7]1=2. (3) Given the reactants [CH3:1][C:2]1[CH:26]=[C:25]([C:27]([N:29]2[CH2:35][CH2:34][CH2:33][CH2:32][C:31]3[CH:36]=[CH:37][CH:38]=[CH:39][C:30]2=3)=[O:28])[CH:24]=[CH:23][C:3]=1[CH2:4][NH:5][C:6]([N:8]1[C:17]2[C:12](=[CH:13][CH:14]=[CH:15][C:16]=2[F:18])[N:11]([CH2:19][CH2:20][OH:21])[C:10](=[O:22])[CH2:9]1)=[O:7].CC(OI1(OC(C)=O)(OC(C)=O)OC(=O)C2C=CC=CC1=2)=O, predict the reaction product. The product is: [CH3:1][C:2]1[CH:26]=[C:25]([C:27]([N:29]2[CH2:35][CH2:34][CH2:33][CH2:32][C:31]3[CH:36]=[CH:37][CH:38]=[CH:39][C:30]2=3)=[O:28])[CH:24]=[CH:23][C:3]=1[CH2:4][NH:5][C:6]([N:8]1[C:17]2[C:12](=[CH:13][CH:14]=[CH:15][C:16]=2[F:18])[N:11]([CH2:19][CH:20]=[O:21])[C:10](=[O:22])[CH2:9]1)=[O:7]. (4) Given the reactants C(=[N:14][C:15]1[C:23]2[C:18](=[N:19][C:20](Cl)=[N:21][C:22]=2[O:24][CH2:25][C:26](F)(F)F)[N:17](C2CCCCO2)[N:16]=1)(C1C=CC=CC=1)C1C=CC=CC=1.[Cl:37][C:38]1[CH:39]=[CH:40][C:41]([F:64])=[C:42]([S:44]([NH:47][C:48]2[CH:53]=[CH:52][C:51](B3OC(C)(C)C(C)(C)O3)=[CH:50][C:49]=2[F:63])(=[O:46])=[O:45])[CH:43]=1.[CH:65](O)(C)C, predict the reaction product. The product is: [NH2:14][C:15]1[C:23]2[C:18](=[N:19][C:20]([C:51]3[CH:52]=[CH:53][C:48]([NH:47][S:44]([C:42]4[CH:43]=[C:38]([Cl:37])[CH:39]=[CH:40][C:41]=4[F:64])(=[O:45])=[O:46])=[C:49]([F:63])[CH:50]=3)=[N:21][C:22]=2[O:24][CH:25]([CH3:26])[CH3:65])[NH:17][N:16]=1. (5) Given the reactants [Cl:1][C:2]1[N:10]=[C:9]2[C:5]([N:6]=[CH:7][N:8]2[CH:11]2[CH2:15][CH2:14][CH2:13][CH2:12]2)=[C:4](Cl)[N:3]=1.[CH3:17][O:18][CH2:19][CH2:20][CH2:21][CH2:22][NH2:23], predict the reaction product. The product is: [Cl:1][C:2]1[N:10]=[C:9]2[C:5]([N:6]=[CH:7][N:8]2[CH:11]2[CH2:15][CH2:14][CH2:13][CH2:12]2)=[C:4]([NH:23][CH2:22][CH2:21][CH2:20][CH2:19][O:18][CH3:17])[N:3]=1.